From a dataset of Full USPTO retrosynthesis dataset with 1.9M reactions from patents (1976-2016). Predict the reactants needed to synthesize the given product. (1) Given the product [NH2:17][C:9]1[C:8]2[C:5]3[CH:6]=[CH:7][C:2]([Br:1])=[CH:3][C:4]=3[S:14][C:13]=2[C:12]([C:15]([NH2:16])=[O:28])=[CH:11][N:10]=1, predict the reactants needed to synthesize it. The reactants are: [Br:1][C:2]1[CH:7]=[CH:6][C:5]2[C:8]3[C:9]([NH:17]CC4C=CC(OC)=CC=4)=[N:10][CH:11]=[C:12]([C:15]#[N:16])[C:13]=3[S:14][C:4]=2[CH:3]=1.O.[O-:28]P([O-])([O-])=O.[K+].[K+].[K+]. (2) Given the product [CH2:9]([O:8][C:1]1[CH2:28][CH2:29][C@H:30]2[C:25](=[CH:24][CH2:23][C@@H:22]3[C@@H:31]2[CH2:32][CH2:33][C@@:18]2([CH2:19][CH3:20])[C@H:21]3[CH:15]=[CH:16][C:17]2=[O:35])[CH:26]=1)[CH3:10], predict the reactants needed to synthesize it. The reactants are: [CH:1]([O:8][CH2:9][CH3:10])(OCC)OCC.C(O[C@@H:15]1[C@H:21]2[C@H:22]3[C@H:31]([CH2:32][CH2:33][C@:18]2([CH2:19][CH3:20])[C:17](=[O:35])[CH2:16]1)[C@@H:30]1[C:25](=[CH:26]C(=O)[CH2:28][CH2:29]1)[CH2:24][CH2:23]3)(=O)C.N.C(OCC)(=O)C. (3) Given the product [ClH:24].[ClH:24].[CH3:23][O:22][C:18]1[CH:17]=[C:16]([C@H:14]([NH:13][C@H:10]2[CH2:11][CH2:12][NH:8][CH2:9]2)[CH3:15])[CH:21]=[CH:20][CH:19]=1, predict the reactants needed to synthesize it. The reactants are: C([N:8]1[CH2:12][CH2:11][C@H:10]([NH:13][C@@H:14]([C:16]2[CH:21]=[CH:20][CH:19]=[C:18]([O:22][CH3:23])[CH:17]=2)[CH3:15])[CH2:9]1)C1C=CC=CC=1.[ClH:24].